This data is from Retrosynthesis with 50K atom-mapped reactions and 10 reaction types from USPTO. The task is: Predict the reactants needed to synthesize the given product. (1) Given the product O=C1Nc2ccccc2N[C@@H]1CCO, predict the reactants needed to synthesize it. The reactants are: COC(=O)C[C@H]1Nc2ccccc2NC1=O. (2) Given the product CCCS(=O)(=O)N[C@@H](C(=O)N[C@@H](CNC)C(=O)NCc1ccc(C#N)cc1)[C@H](C)CC, predict the reactants needed to synthesize it. The reactants are: CCCS(=O)(=O)N[C@@H](C(=O)N[C@@H](CN(C)C(=O)OC(C)(C)C)C(=O)NCc1ccc(C#N)cc1)[C@H](C)CC. (3) Given the product COc1cc(Cl)c(I)cc1NCC(=O)N1CCN(C(=O)OC(C)(C)C)CC1, predict the reactants needed to synthesize it. The reactants are: CC(C)(C)OC(=O)N1CCNCC1.COc1cc(Cl)c(I)cc1NCC(=O)O. (4) Given the product Cc1nc(-c2ccccc2Cl)n2c1c(C)nc1cc(OCc3cccc(N)c3)ccc12, predict the reactants needed to synthesize it. The reactants are: Cc1nc(-c2ccccc2Cl)n2c1c(C)nc1cc(OCc3cccc([N+](=O)[O-])c3)ccc12. (5) Given the product C[C@H]1CN(Cc2ccc(N)cc2)CCN1C(=O)OC(C)(C)C, predict the reactants needed to synthesize it. The reactants are: C[C@H]1CN(Cc2ccc([N+](=O)[O-])cc2)CCN1C(=O)OC(C)(C)C.